Dataset: NCI-60 drug combinations with 297,098 pairs across 59 cell lines. Task: Regression. Given two drug SMILES strings and cell line genomic features, predict the synergy score measuring deviation from expected non-interaction effect. (1) Drug 1: CC1=C(C(CCC1)(C)C)C=CC(=CC=CC(=CC(=O)O)C)C. Drug 2: CN(C(=O)NC(C=O)C(C(C(CO)O)O)O)N=O. Cell line: K-562. Synergy scores: CSS=21.6, Synergy_ZIP=-8.70, Synergy_Bliss=-4.51, Synergy_Loewe=1.79, Synergy_HSA=2.07. (2) Drug 1: C1=NC2=C(N1)C(=S)N=CN2. Synergy scores: CSS=33.2, Synergy_ZIP=-3.81, Synergy_Bliss=-1.81, Synergy_Loewe=-18.9, Synergy_HSA=0.422. Cell line: BT-549. Drug 2: B(C(CC(C)C)NC(=O)C(CC1=CC=CC=C1)NC(=O)C2=NC=CN=C2)(O)O.